Predict the reaction yield, written as a fraction of the theoretical maximum amount of product (1.0 means a 100% yield; for example, 0.34 means a 34% yield). From a dataset of Reaction yield outcomes from USPTO patents with 853,638 reactions. (1) The reactants are [CH2:1]([O:3][C:4]([C:6]1[CH:7]=[C:8]2[C:13](=[CH:14][CH:15]=1)[NH:12][CH:11]([C:16]1[CH:21]=[C:20]([O:22][CH3:23])[CH:19]=[C:18](Br)[CH:17]=1)[C:10]([CH3:26])([CH3:25])[CH2:9]2)=[O:5])[CH3:2].[NH:27]1[CH2:32][CH2:31][O:30][CH2:29][CH2:28]1.Cl.CN(C)CC(O)=O.C(=O)([O-])[O-].[K+].[K+]. The catalyst is CS(C)=O.[Cu]I.C(OCC)(=O)C. The product is [CH2:1]([O:3][C:4]([C:6]1[CH:7]=[C:8]2[C:13](=[CH:14][CH:15]=1)[NH:12][CH:11]([C:16]1[CH:17]=[C:18]([N:27]3[CH2:32][CH2:31][O:30][CH2:29][CH2:28]3)[CH:19]=[C:20]([O:22][CH3:23])[CH:21]=1)[C:10]([CH3:26])([CH3:25])[CH2:9]2)=[O:5])[CH3:2]. The yield is 0.360. (2) The reactants are [F:1][C:2]1([F:24])[CH2:7][CH2:6][CH:5]([CH2:8][NH:9][C:10]([C:12]2[C:13]3[CH:14]=[CH:15][C:16](Cl)=[N:17][C:18]=3[CH:19]=[CH:20][C:21]=2[Cl:22])=[O:11])[CH2:4][CH2:3]1.Cl.[F:26][C:27]1([F:31])[CH2:30][NH:29][CH2:28]1.CCN(C(C)C)C(C)C. The catalyst is C(#N)C. The product is [F:1][C:2]1([F:24])[CH2:7][CH2:6][CH:5]([CH2:8][NH:9][C:10]([C:12]2[C:13]3[CH:14]=[CH:15][C:16]([N:29]4[CH2:30][C:27]([F:31])([F:26])[CH2:28]4)=[N:17][C:18]=3[CH:19]=[CH:20][C:21]=2[Cl:22])=[O:11])[CH2:4][CH2:3]1. The yield is 0.590.